This data is from Catalyst prediction with 721,799 reactions and 888 catalyst types from USPTO. The task is: Predict which catalyst facilitates the given reaction. (1) Reactant: [CH3:1][O:2][C:3]1[CH:8]=[C:7]([N+:9]([O-:11])=[O:10])[CH:6]=[CH:5][C:4]=1[NH:12][CH:13]=O.[CH2:15]([O:17][C:18](=[O:23])[CH2:19][NH:20][CH:21]=O)[CH3:16].C(N(CC)CC)C.O=P(Cl)(Cl)Cl.N1CCC[C@H]1C(O)=O.C(N(CC(O)=O)CC(O)=O)CN(CC(O)=O)CC(O)=O. Product: [CH3:1][O:2][C:3]1[CH:8]=[C:7]([N+:9]([O-:11])=[O:10])[CH:6]=[CH:5][C:4]=1[N:12]1[CH:13]=[C:19]([C:18]([O:17][CH2:15][CH3:16])=[O:23])[N:20]=[CH:21]1. The catalyst class is: 410. (2) Reactant: [F:1][C:2]1[C:3]([NH:15][S:16]([CH3:19])(=[O:18])=[O:17])=[CH:4][C:5]2[CH:9]=[C:8]([C:10]([O:12][CH3:13])=[O:11])[S:7][C:6]=2[CH:14]=1.CI.[C:22]([O-])([O-])=O.[K+].[K+].O. Product: [F:1][C:2]1[C:3]([N:15]([CH3:22])[S:16]([CH3:19])(=[O:17])=[O:18])=[CH:4][C:5]2[CH:9]=[C:8]([C:10]([O:12][CH3:13])=[O:11])[S:7][C:6]=2[CH:14]=1. The catalyst class is: 3.